Dataset: Catalyst prediction with 721,799 reactions and 888 catalyst types from USPTO. Task: Predict which catalyst facilitates the given reaction. (1) Reactant: [Br:1][C:2]1[CH:3]=[C:4]([O:13][CH3:14])[C:5]([N+:10]([O-])=O)=[C:6]([O:8][CH3:9])[CH:7]=1.O.[Cl-].[NH4+]. Product: [Br:1][C:2]1[CH:3]=[C:4]([O:13][CH3:14])[C:5]([NH2:10])=[C:6]([O:8][CH3:9])[CH:7]=1. The catalyst class is: 415. (2) The catalyst class is: 3. Reactant: [F:1][C:2]1[CH:3]=[C:4]2[C:11]([I:12])=[N:10][NH:9][C:5]2=[N:6][C:7]=1[CH3:8].C(=O)([O-])[O-].[Cs+].[Cs+].Br[CH2:20][C:21]1[CH:26]=[CH:25][CH:24]=[C:23]([F:27])[C:22]=1[F:28].O. Product: [F:28][C:22]1[C:23]([F:27])=[CH:24][CH:25]=[CH:26][C:21]=1[CH2:20][N:9]1[C:5]2=[N:6][C:7]([CH3:8])=[C:2]([F:1])[CH:3]=[C:4]2[C:11]([I:12])=[N:10]1. (3) Reactant: [C:1]([O:5][C:6]([N:8]1[C:12]([CH3:14])([CH3:13])[CH2:11][CH2:10][C@@H:9]1[C@@H:15]([OH:39])[C@@H:16]([N:24](CC1C=CC=CC=1)CC1C=CC=CC=1)[CH2:17][C:18]1[CH:23]=[CH:22][CH:21]=[CH:20][CH:19]=1)=[O:7])([CH3:4])([CH3:3])[CH3:2].[H][H]. Product: [C:1]([O:5][C:6]([N:8]1[C:12]([CH3:14])([CH3:13])[CH2:11][CH2:10][C@@H:9]1[C@@H:15]([OH:39])[C@@H:16]([NH2:24])[CH2:17][C:18]1[CH:19]=[CH:20][CH:21]=[CH:22][CH:23]=1)=[O:7])([CH3:2])([CH3:3])[CH3:4]. The catalyst class is: 105. (4) Reactant: [Cl:1][C:2]1[CH:3]=[CH:4][C:5]([NH:14][CH2:15][C:16]([O:18]C(C)(C)C)=[O:17])=[C:6]([C:8]2[CH:13]=[CH:12][CH:11]=[CH:10][CH:9]=2)[CH:7]=1. Product: [Cl:1][C:2]1[CH:3]=[CH:4][C:5]([NH:14][CH2:15][C:16]([OH:18])=[O:17])=[C:6]([C:8]2[CH:13]=[CH:12][CH:11]=[CH:10][CH:9]=2)[CH:7]=1. The catalyst class is: 557. (5) Reactant: [CH3:1][C:2]1[O:3][CH:4]=[N:5][N:6]=1.C([Li])CCC.CCOCC.[Mg+2].[Br-].[Br-].[F:20][C:21]1[CH:26]=[CH:25][C:24]([N:27]2[C:31]3[CH:32]=[C:33]4[C@:38]([CH:40]=[O:41])([CH2:39][C:30]=3[CH:29]=[N:28]2)[CH2:37][N:36]([S:42]([C:45]2[CH:50]=[CH:49][C:48]([C:51]([F:54])([F:53])[F:52])=[CH:47][CH:46]=2)(=[O:44])=[O:43])[CH2:35][CH2:34]4)=[CH:23][CH:22]=1.[Cl-].[NH4+]. Product: [F:20][C:21]1[CH:26]=[CH:25][C:24]([N:27]2[C:31]3[CH:32]=[C:33]4[C@:38]([CH:40]([C:4]5[O:3][C:2]([CH3:1])=[N:6][N:5]=5)[OH:41])([CH2:39][C:30]=3[CH:29]=[N:28]2)[CH2:37][N:36]([S:42]([C:45]2[CH:46]=[CH:47][C:48]([C:51]([F:54])([F:52])[F:53])=[CH:49][CH:50]=2)(=[O:44])=[O:43])[CH2:35][CH2:34]4)=[CH:23][CH:22]=1. The catalyst class is: 30. (6) Reactant: C(OC([N:8]1[CH2:11][CH:10]([C:12]2[C:17]([Br:18])=[CH:16][N:15]=[C:14]([Cl:19])[N:13]=2)[CH2:9]1)=O)(C)(C)C. Product: [ClH:19].[NH:8]1[CH2:11][CH:10]([C:12]2[C:17]([Br:18])=[CH:16][N:15]=[C:14]([Cl:19])[N:13]=2)[CH2:9]1. The catalyst class is: 209.